From a dataset of Full USPTO retrosynthesis dataset with 1.9M reactions from patents (1976-2016). Predict the reactants needed to synthesize the given product. (1) Given the product [Br:1][C:2]1[CH:10]=[CH:9][C:5]([C:6]([O:8][C:15]([CH3:18])([CH3:17])[CH3:16])=[O:7])=[C:4]([Cl:11])[CH:3]=1, predict the reactants needed to synthesize it. The reactants are: [Br:1][C:2]1[CH:10]=[CH:9][C:5]([C:6]([OH:8])=[O:7])=[C:4]([Cl:11])[CH:3]=1.C(OC(O[C:15]([CH3:18])([CH3:17])[CH3:16])=O)(O[C:15]([CH3:18])([CH3:17])[CH3:16])=O.CCN(CC)CC. (2) Given the product [F:1][C:2]1[C:12]([F:13])=[CH:11][CH:10]=[CH:9][C:3]=1[CH2:4][CH2:5][C:6]([OH:8])=[O:7], predict the reactants needed to synthesize it. The reactants are: [F:1][C:2]1[C:12]([F:13])=[CH:11][CH:10]=[CH:9][C:3]=1[CH:4]=[CH:5][C:6]([OH:8])=[O:7].[H][H]. (3) Given the product [F:43][C:44]1[CH:51]=[CH:50][CH:49]=[C:48]([F:52])[C:25]=1[N:26]([CH3:27])[C:28]([NH:1][C:2]1[CH:7]=[CH:6][C:5]([CH:8]2[CH:16]=[CH:15][C:14]([C:17]3[NH:18][C:19]([CH3:22])=[CH:20][N:21]=3)=[C:13]3[CH:9]2[CH2:10][NH:11][C:12]3=[O:23])=[C:4]([F:24])[CH:3]=1)=[O:29], predict the reactants needed to synthesize it. The reactants are: [NH2:1][C:2]1[CH:7]=[CH:6][C:5]([C:8]2[CH:16]=[CH:15][C:14]([C:17]3[NH:18][C:19]([CH3:22])=[CH:20][N:21]=3)=[C:13]3[C:9]=2[CH2:10][NH:11][C:12]3=[O:23])=[C:4]([F:24])[CH:3]=1.[CH3:25][N:26]([CH:28]=[O:29])[CH3:27].C(Cl)(=O)OC1C=CC([N+]([O-])=O)=CC=1.[F:43][C:44]1[CH:51]=[CH:50][CH:49]=[C:48]([F:52])C=1NC. (4) Given the product [C:22]([C:26]1[N:27]=[CH:28][C:29]([C:32]([NH:34][C:35]2[CH:40]=[C:39]([C:2]3[CH:3]=[C:4]([NH:9][C:10]4[N:11]=[N:12][C:13]([C:16]5[CH:21]=[CH:20][N:19]=[CH:18][CH:17]=5)=[CH:14][CH:15]=4)[C:5](=[O:8])[NH:6][N:7]=3)[CH:38]=[CH:37][C:36]=2[F:50])=[O:33])=[N:30][CH:31]=1)([CH3:25])([CH3:23])[CH3:24], predict the reactants needed to synthesize it. The reactants are: Cl[C:2]1[CH:3]=[C:4]([NH:9][C:10]2[N:11]=[N:12][C:13]([C:16]3[CH:21]=[CH:20][N:19]=[CH:18][CH:17]=3)=[CH:14][CH:15]=2)[C:5](=[O:8])[NH:6][N:7]=1.[C:22]([C:26]1[N:27]=[CH:28][C:29]([C:32]([NH:34][C:35]2[CH:40]=[C:39](B3OC(C)(C)C(C)(C)O3)[CH:38]=[CH:37][C:36]=2[F:50])=[O:33])=[N:30][CH:31]=1)([CH3:25])([CH3:24])[CH3:23].C(=O)([O-])[O-].[Na+].[Na+].O1CCOCC1. (5) Given the product [F:2][C:3]1[CH:4]=[C:5]([CH:9]=[C:10]([F:12])[CH:11]=1)[C:6]([NH2:8])=[O:7], predict the reactants needed to synthesize it. The reactants are: Cl.[F:2][C:3]1[CH:4]=[C:5]([CH:9]=[C:10]([F:12])[CH:11]=1)[C:6]([NH2:8])=[O:7].FC(F)(F)C(O)=O.C1(C)C=CC=CC=1. (6) Given the product [OH:2][C:3]1[CH:4]=[C:5]2[C:9](=[CH:10][CH:11]=1)[NH:8][C:7]([C:12]([NH2:14])=[O:13])=[C:6]2[S:15]([N:18]1[CH2:23][CH2:22][O:21][CH2:20][CH2:19]1)(=[O:17])=[O:16], predict the reactants needed to synthesize it. The reactants are: C[O:2][C:3]1[CH:4]=[C:5]2[C:9](=[CH:10][CH:11]=1)[NH:8][C:7]([C:12]([NH2:14])=[O:13])=[C:6]2[S:15]([N:18]1[CH2:23][CH2:22][O:21][CH2:20][CH2:19]1)(=[O:17])=[O:16].B(Br)(Br)Br.CCOC(C)=O.C([O-])(O)=O.[Na+]. (7) The reactants are: [CH2:1]([N:8]1[C:12]2[CH:13]=[CH:14][C:15]([C:17](=[O:31])[CH:18]([CH:20]([C:26]([O:28]CC)=[O:27])[C:21]([O:23]CC)=[O:22])[CH3:19])=[CH:16][C:11]=2[O:10]C1=O)[C:2]1[CH:7]=[CH:6][CH:5]=[CH:4][CH:3]=1.[OH-].[Na+].Cl. Given the product [CH2:1]([NH:8][C:12]1[CH:13]=[CH:14][C:15]([C:17](=[O:31])[CH:18]([CH:20]([C:26]([OH:28])=[O:27])[C:21]([OH:23])=[O:22])[CH3:19])=[CH:16][C:11]=1[OH:10])[C:2]1[CH:3]=[CH:4][CH:5]=[CH:6][CH:7]=1, predict the reactants needed to synthesize it. (8) Given the product [Cl:1][C:2]1[CH:3]=[C:4]([S:15]([NH2:18])(=[O:16])=[O:17])[CH:5]=[N:6][C:7]=1[O:8][CH2:9][C@@H:10]1[CH2:14][CH2:13][N:12]([CH2:21][CH:20]([F:23])[F:19])[CH2:11]1, predict the reactants needed to synthesize it. The reactants are: [Cl:1][C:2]1[CH:3]=[C:4]([S:15]([NH2:18])(=[O:17])=[O:16])[CH:5]=[N:6][C:7]=1[O:8][CH2:9][C@@H:10]1[CH2:14][CH2:13][NH:12][CH2:11]1.[F:19][CH:20]([F:23])[CH2:21]I.C([O-])([O-])=O.[Na+].[Na+]. (9) The reactants are: Br[C:2]1[CH:3]=[CH:4][C:5]([Cl:15])=[C:6]([CH:14]=1)[NH:7][C:8]1[CH:13]=[CH:12][CH:11]=[CH:10][CH:9]=1.B([C:19]1[CH:20]=[C:21]([CH:25]=[CH:26][CH:27]=1)[C:22]([OH:24])=[O:23])(O)O.C(=O)([O-])[O-].[Na+].[Na+]. Given the product [Cl:15][C:5]1[CH:4]=[CH:3][C:2]([C:19]2[CH:27]=[CH:26][CH:25]=[C:21]([C:22]([OH:24])=[O:23])[CH:20]=2)=[CH:14][C:6]=1[NH:7][C:8]1[CH:13]=[CH:12][CH:11]=[CH:10][CH:9]=1, predict the reactants needed to synthesize it. (10) Given the product [CH2:34]([N:61]1[CH2:62][CH:58]([C:53]2[CH:54]=[CH:55][C:56]([Cl:57])=[C:51]([Cl:50])[CH:52]=2)[CH:59]([CH:63]([O:27][C:24]2[CH:23]=[CH:22][C:21]([Cl:20])=[CH:26][N:25]=2)[CH3:64])[CH2:60]1)[C:31]1[CH:32]=[CH:33][CH:28]=[CH:29][CH:30]=1, predict the reactants needed to synthesize it. The reactants are: C1C=CC(P(C2C=CC=CC=2)C2C=CC=CC=2)=CC=1.[Cl:20][C:21]1[CH:22]=[CH:23][C:24]([OH:27])=[N:25][CH:26]=1.[CH:28]1[CH:33]=[CH:32][C:31]([CH2:34]OC(/N=N/C(O[CH2:34][C:31]2[CH:32]=[CH:33][CH:28]=[CH:29][CH:30]=2)=O)=O)=[CH:30][CH:29]=1.[Cl:50][C:51]1[CH:52]=[C:53]([CH:58]2[CH2:62][NH:61][CH2:60][CH:59]2[CH:63](O)[CH3:64])[CH:54]=[CH:55][C:56]=1[Cl:57].